From a dataset of Catalyst prediction with 721,799 reactions and 888 catalyst types from USPTO. Predict which catalyst facilitates the given reaction. (1) Product: [CH3:3][C:1]([CH3:4])([S@@:5]([NH:7][C@H:8]([C:19]1[CH:24]=[CH:23][CH:22]=[CH:21][CH:20]=1)[C:9]1[CH:10]=[CH:11][C:12]([C:13]([O:15][CH3:16])=[O:14])=[CH:17][CH:18]=1)=[O:6])[CH3:2]. The catalyst class is: 876. Reactant: [C:1]([S@@:5](/[N:7]=[CH:8]/[C:9]1[CH:18]=[CH:17][C:12]([C:13]([O:15][CH3:16])=[O:14])=[CH:11][CH:10]=1)=[O:6])([CH3:4])([CH3:3])[CH3:2].[C:19]1([Mg]Br)[CH:24]=[CH:23][CH:22]=[CH:21][CH:20]=1. (2) Reactant: [CH:1]1([N:4]2[C:12]([CH3:13])=[C:11]3[C:6]([CH:7]=[CH:8][C:9]([N:14]4[CH:19]=[CH:18][C:17]([OH:20])=[CH:16][C:15]4=[O:21])=[CH:10]3)=[N:5]2)[CH2:3][CH2:2]1.[Br:22][C:23]1[CH:24]=[CH:25][C:26]([CH2:29]O)=[N:27][CH:28]=1.C1(P(C2C=CC=CC=2)C2C=CC=CC=2)C=CC=CC=1.O. Product: [Br:22][C:23]1[CH:24]=[CH:25][C:26]([CH2:29][O:20][C:17]2[CH:18]=[CH:19][N:14]([C:9]3[CH:8]=[CH:7][C:6]4[C:11](=[C:12]([CH3:13])[N:4]([CH:1]5[CH2:2][CH2:3]5)[N:5]=4)[CH:10]=3)[C:15](=[O:21])[CH:16]=2)=[N:27][CH:28]=1. The catalyst class is: 7. (3) Reactant: [C:1](=O)(OC(Cl)(Cl)Cl)[O:2]C(Cl)(Cl)Cl.[NH2:13][C:14]1[CH:19]=[CH:18][C:17]([F:20])=[CH:16][C:15]=1[NH:21][CH:22]1[CH2:27][CH2:26][N:25]([C:28]2([CH3:40])[CH2:32][CH2:31][N:30]([C:33]([O:35][C:36]([CH3:39])([CH3:38])[CH3:37])=[O:34])[CH2:29]2)[CH2:24][CH2:23]1.C(N(CC)CC)C.O. Product: [F:20][C:17]1[CH:18]=[CH:19][C:14]2[NH:13][C:1](=[O:2])[N:21]([CH:22]3[CH2:23][CH2:24][N:25]([C:28]4([CH3:40])[CH2:32][CH2:31][N:30]([C:33]([O:35][C:36]([CH3:39])([CH3:38])[CH3:37])=[O:34])[CH2:29]4)[CH2:26][CH2:27]3)[C:15]=2[CH:16]=1. The catalyst class is: 4. (4) Reactant: ClC(Cl)(O[C:5](=[O:11])OC(Cl)(Cl)Cl)Cl.[CH3:13][C:14]1[N:19]=[CH:18][C:17]([C:20]2[CH:21]=[CH:22][C:23]3[N:29]4[CH2:30][C@H:26]([CH2:27][CH2:28]4)[NH:25][C:24]=3[N:31]=2)=[CH:16][CH:15]=1.CCN(C(C)C)C(C)C.[CH3:41][N:42]1[CH2:47][CH2:46][CH:45]([NH2:48])[CH2:44][CH2:43]1. Product: [CH3:41][N:42]1[CH2:47][CH2:46][CH:45]([NH:48][C:5]([N:25]2[C@@H:26]3[CH2:30][N:29]([CH2:28][CH2:27]3)[C:23]3[CH:22]=[CH:21][C:20]([C:17]4[CH:18]=[N:19][C:14]([CH3:13])=[CH:15][CH:16]=4)=[N:31][C:24]2=3)=[O:11])[CH2:44][CH2:43]1. The catalyst class is: 7.